This data is from Full USPTO retrosynthesis dataset with 1.9M reactions from patents (1976-2016). The task is: Predict the reactants needed to synthesize the given product. (1) Given the product [NH2:1][C:2]1[C:11]2[N:12]=[C:13]([CH2:20][O:21][CH2:22][CH3:23])[N:14]([CH2:15][C:16]([CH3:19])([OH:18])[CH3:17])[C:10]=2[C:9]2[N:8]=[CH:7][C:6]([C:25]3[CH:30]=[CH:29][CH:28]=[CH:27][CH:26]=3)=[CH:5][C:4]=2[N:3]=1, predict the reactants needed to synthesize it. The reactants are: [NH2:1][C:2]1[C:11]2[N:12]=[C:13]([CH2:20][O:21][CH2:22][CH3:23])[N:14]([CH2:15][C:16]([CH3:19])([OH:18])[CH3:17])[C:10]=2[C:9]2[N:8]=[CH:7][C:6](Br)=[CH:5][C:4]=2[N:3]=1.[C:25]1(B(O)O)[CH:30]=[CH:29][CH:28]=[CH:27][CH:26]=1.C(=O)([O-])[O-].[K+].[K+].COCCOC. (2) Given the product [N+:36]([C:33]1[CH:34]=[CH:35][C:30]([N:13]2[C:14]3[C:10]([CH:9]=[CH:8][C:7]([C:1]4[CH:2]=[CH:3][CH:4]=[CH:5][CH:6]=4)([C:21]4[CH:26]=[CH:25][CH:24]=[CH:23][CH:22]=4)[CH:15]=3)=[C:11]([C:16]([O:18][CH2:19][CH3:20])=[O:17])[NH:12]2)=[CH:31][CH:32]=1)([O-:38])=[O:37], predict the reactants needed to synthesize it. The reactants are: [C:1]1([C:7]2([C:21]3[CH:26]=[CH:25][CH:24]=[CH:23][CH:22]=3)[CH2:15][C:14]3[C:10](=[C:11]([C:16]([O:18][CH2:19][CH3:20])=[O:17])[NH:12][N:13]=3)[CH:9]=[CH:8]2)[CH:6]=[CH:5][CH:4]=[CH:3][CH:2]=1.[H-].[Na+].F[C:30]1[CH:35]=[CH:34][C:33]([N+:36]([O-:38])=[O:37])=[CH:32][CH:31]=1.O. (3) Given the product [CH2:17]([S:24][CH2:16][CH:14]([C:9]1[C:10]([CH3:13])=[N:11][O:12][C:8]=1[C:5]1[CH:6]=[CH:7][C:2]([Br:1])=[CH:3][CH:4]=1)[OH:15])[C:18]1[CH:23]=[CH:22][CH:21]=[CH:20][CH:19]=1, predict the reactants needed to synthesize it. The reactants are: [Br:1][C:2]1[CH:7]=[CH:6][C:5]([C:8]2[O:12][N:11]=[C:10]([CH3:13])[C:9]=2[CH:14]2[CH2:16][O:15]2)=[CH:4][CH:3]=1.[CH2:17]([SH:24])[C:18]1[CH:23]=[CH:22][CH:21]=[CH:20][CH:19]=1. (4) Given the product [F:1][C:2]1([F:27])[CH2:3][CH2:4][CH:5]([CH2:8][C:9]2[N:13]3[C:14]([CH3:21])=[CH:15][C:16]([C:18]([NH:29][CH:30]4[CH2:35][CH2:34][O:33][CH2:32][CH2:31]4)=[O:19])=[CH:17][C:12]3=[N:11][C:10]=2[C:22]([O:25][CH3:26])([CH3:23])[CH3:24])[CH2:6][CH2:7]1, predict the reactants needed to synthesize it. The reactants are: [F:1][C:2]1([F:27])[CH2:7][CH2:6][CH:5]([CH2:8][C:9]2[N:13]3[C:14]([CH3:21])=[CH:15][C:16]([C:18](O)=[O:19])=[CH:17][C:12]3=[N:11][C:10]=2[C:22]([O:25][CH3:26])([CH3:24])[CH3:23])[CH2:4][CH2:3]1.Cl.[NH2:29][CH:30]1[CH2:35][CH2:34][O:33][CH2:32][CH2:31]1. (5) Given the product [NH2:7][C:8]1[S:9][CH2:10][C@@H:11]2[C@@H:16]([C:17]([F:20])([F:19])[F:18])[O:15][CH2:14][C@:12]2([C:21]2[CH:26]=[C:25]([NH:27][C:38]([C:35]3[CH:34]=[N:33][C:32]([C:31]([F:41])([F:30])[F:42])=[CH:37][N:36]=3)=[O:39])[CH:24]=[CH:23][C:22]=2[F:28])[N:13]=1, predict the reactants needed to synthesize it. The reactants are: C(OC(=O)[NH:7][C:8]1[S:9][CH2:10][C@@H:11]2[C@@H:16]([C:17]([F:20])([F:19])[F:18])[O:15][CH2:14][C@:12]2([C:21]2[CH:26]=[C:25]([NH2:27])[CH:24]=[CH:23][C:22]=2[F:28])[N:13]=1)(C)(C)C.[F:30][C:31]([F:42])([F:41])[C:32]1[N:33]=[CH:34][C:35]([C:38](O)=[O:39])=[N:36][CH:37]=1.